From a dataset of Reaction yield outcomes from USPTO patents with 853,638 reactions. Predict the reaction yield, written as a fraction of the theoretical maximum amount of product (1.0 means a 100% yield; for example, 0.34 means a 34% yield). The reactants are [NH2:1][C:2]1[CH:3]=[C:4]([CH:21]=[CH:22][CH:23]=1)[O:5][C:6]1[CH:7]=[CH:8][C:9]2[N:10]([CH:12]=[C:13]([NH:15][C:16]([CH:18]3[CH2:20][CH2:19]3)=[O:17])[N:14]=2)[N:11]=1.[Cl:24][C:25]1[CH:33]=[CH:32][C:28]([C:29](O)=[O:30])=[CH:27][C:26]=1[C:34]([F:37])([F:36])[F:35].Cl.CN(C)CCCN=C=NCC.ON1C2C=CC=CC=2N=N1. The catalyst is CN(C)C=O.O. The product is [Cl:24][C:25]1[CH:33]=[CH:32][C:28]([C:29]([NH:1][C:2]2[CH:23]=[CH:22][CH:21]=[C:4]([O:5][C:6]3[CH:7]=[CH:8][C:9]4[N:10]([CH:12]=[C:13]([NH:15][C:16]([CH:18]5[CH2:20][CH2:19]5)=[O:17])[N:14]=4)[N:11]=3)[CH:3]=2)=[O:30])=[CH:27][C:26]=1[C:34]([F:35])([F:36])[F:37]. The yield is 0.770.